Dataset: Forward reaction prediction with 1.9M reactions from USPTO patents (1976-2016). Task: Predict the product of the given reaction. (1) Given the reactants [CH3:1][C:2]1[CH:8]=[C:7]([OH:9])[C:6]([CH3:10])=[CH:5][C:3]=1[OH:4].Br[CH2:12][CH2:13][CH2:14][CH2:15][O:16][CH2:17][CH2:18][O:19][CH2:20][CH2:21][O:22][CH3:23].[OH-:24].[Na+], predict the reaction product. The product is: [CH3:10][C:6]1[CH:5]=[C:3]([O:4][CH2:12][CH2:13][CH2:14][CH2:15][O:16][CH2:17][CH2:18][O:19][CH2:20][CH2:21][O:22][CH3:23])[C:2]([CH3:1])=[CH:8][C:7]=1[O:9][CH2:12][CH2:13][CH2:14][CH2:15][O:24][CH2:17][CH2:18][O:19][CH2:20][CH2:21][O:22][CH3:23]. (2) Given the reactants [CH:1]1([C:4]2[C:9]3[N:10]([C:31]4[CH:36]=[CH:35][CH:34]=[CH:33][N:32]=4)[C:11]([C@@H:13]([NH:15][C:16]4[N:24]=[CH:23][N:22]=[C:21]5[C:17]=4[N:18]=[CH:19][N:20]5C4CCCCO4)[CH3:14])=[N:12][C:8]=3[CH:7]=[CH:6][C:5]=2[F:37])[CH2:3][CH2:2]1, predict the reaction product. The product is: [CH:1]1([C:4]2[C:9]3[N:10]([C:31]4[CH:36]=[CH:35][CH:34]=[CH:33][N:32]=4)[C:11]([C@@H:13]([NH:15][C:16]4[N:24]=[CH:23][N:22]=[C:21]5[C:17]=4[N:18]=[CH:19][NH:20]5)[CH3:14])=[N:12][C:8]=3[CH:7]=[CH:6][C:5]=2[F:37])[CH2:3][CH2:2]1. (3) Given the reactants [CH3:1][O:2][C:3](=[O:16])[C:4]1[CH:9]=[C:8]([F:10])[C:7]([NH2:11])=[C:6]([C:12]#[C:13][CH2:14][CH3:15])[CH:5]=1, predict the reaction product. The product is: [CH3:1][O:2][C:3](=[O:16])[C:4]1[CH:9]=[C:8]([F:10])[C:7]([NH2:11])=[C:6]([CH2:12][CH2:13][CH2:14][CH3:15])[CH:5]=1. (4) The product is: [CH2:10]([CH:1]1[O:2][C:3]2=[CH:4][S:5][CH:6]=[C:7]2[O:8][CH2:9]1)[CH2:11][CH2:12][CH2:13][CH2:14][CH2:15][CH2:16][CH3:17]. Given the reactants [CH3:1][O:2][C:3]1[C:7]([O:8][CH3:9])=[CH:6][S:5][CH:4]=1.[CH2:10](O)[C@@H:11](O)[CH2:12][CH2:13][CH2:14][CH2:15][CH2:16][CH2:17]CC, predict the reaction product. (5) Given the reactants ClC1C=CC2N(C(=O)N(C3C=C([O:17]C)C(C#N)=CC=3F)N=2)C=1.F[C:24]1[CH:32]=[C:31]([F:33])[C:30]([F:34])=[CH:29][C:25]=1[C:26](Cl)=[O:27].[OH-:35].[Na+].Cl, predict the reaction product. The product is: [F:33][C:31]1[C:30]([F:34])=[CH:29][C:25]([C:26]([OH:27])=[O:35])=[C:24]([OH:17])[CH:32]=1. (6) Given the reactants CN(C(ON1N=NC2C=CC=NC1=2)=[N+](C)C)C.F[P-](F)(F)(F)(F)F.[NH2:25][CH2:26][C:27]1[C:28]([F:44])=[C:29]([O:34][C:35]2[CH:36]=[C:37]([CH:40]=[C:41]([Cl:43])[CH:42]=2)[C:38]#[N:39])[C:30]([Cl:33])=[CH:31][CH:32]=1.[Cl:45][C:46]1[CH:54]=[C:53]2[C:49]([CH:50]=[C:51]([C:55](O)=[O:56])[NH:52]2)=[CH:48][CH:47]=1.CCN(C(C)C)C(C)C, predict the reaction product. The product is: [Cl:45][C:46]1[CH:54]=[C:53]2[C:49]([CH:50]=[C:51]([C:55]([NH:25][CH2:26][C:27]3[CH:32]=[CH:31][C:30]([Cl:33])=[C:29]([O:34][C:35]4[CH:36]=[C:37]([C:38]#[N:39])[CH:40]=[C:41]([Cl:43])[CH:42]=4)[C:28]=3[F:44])=[O:56])[NH:52]2)=[CH:48][CH:47]=1. (7) Given the reactants [CH:1]([C:3]1[CH:13]=[CH:12][C:6]([C:7]([O:9][CH2:10][CH3:11])=[O:8])=[CH:5][C:4]=1[N+:14]([O-:16])=[O:15])=O.C1(P(=[CH:36][C:37]([O:39][CH3:40])=[O:38])(C2C=CC=CC=2)C2C=CC=CC=2)C=CC=CC=1, predict the reaction product. The product is: [CH3:40][O:39][C:37](=[O:38])/[CH:36]=[CH:1]/[C:3]1[CH:13]=[CH:12][C:6]([C:7]([O:9][CH2:10][CH3:11])=[O:8])=[CH:5][C:4]=1[N+:14]([O-:16])=[O:15]. (8) Given the reactants [Cl-].[NH+]1C=CC=CC=1.C[O:9][C:10]1[CH:22]=[CH:21][CH:20]=[CH:19][C:11]=1[NH:12][C:13]1[CH:18]=[CH:17][CH:16]=[CH:15][CH:14]=1, predict the reaction product. The product is: [C:13]1([NH:12][C:11]2[CH:19]=[CH:20][CH:21]=[CH:22][C:10]=2[OH:9])[CH:14]=[CH:15][CH:16]=[CH:17][CH:18]=1. (9) Given the reactants C(OC([N:11]([CH2:19][CH2:20][CH2:21][N:22]1[C:27]2[CH:28]=[CH:29][C:30]([C:32]([C:40]3[CH:45]=[CH:44][CH:43]=[CH:42][CH:41]=3)([CH3:39])[CH2:33][C:34]([O:36][CH2:37][CH3:38])=[O:35])=[CH:31][C:26]=2[O:25][CH2:24][C:23]1=[O:46])[C:12]1[CH:17]=[CH:16][CH:15]=[CH:14][N+:13]=1[O-])=O)C1C=CC=CC=1, predict the reaction product. The product is: [N:13]1[CH:14]=[CH:15][CH:16]=[CH:17][C:12]=1[NH:11][CH2:19][CH2:20][CH2:21][N:22]1[C:27]2[CH:28]=[CH:29][C:30]([C:32]([C:40]3[CH:41]=[CH:42][CH:43]=[CH:44][CH:45]=3)([CH3:39])[CH2:33][C:34]([O:36][CH2:37][CH3:38])=[O:35])=[CH:31][C:26]=2[O:25][CH2:24][C:23]1=[O:46]. (10) Given the reactants [CH2:1]=O.[Cl-].[Mg+2].[Cl-].C(N(CC)CC)C.[F:13][C:14]1[C:19]([F:20])=[CH:18][C:17]([F:21])=[CH:16][C:15]=1[OH:22].[C:23](=[O:26])([O-])[O-].[K+].[K+].CI, predict the reaction product. The product is: [F:13][C:14]1[C:15]([O:22][CH3:1])=[C:16]([C:17]([F:21])=[CH:18][C:19]=1[F:20])[CH:23]=[O:26].